Dataset: Forward reaction prediction with 1.9M reactions from USPTO patents (1976-2016). Task: Predict the product of the given reaction. Given the reactants [C:1]12([NH:6][C:7]([C:9]3[CH:10]=[C:11]([C:16]4[CH:17]=[C:18]5[C:25]([C:26]([NH:28][CH3:29])=[O:27])=[C:24]([C:30]6[CH:35]=[CH:34][C:33]([F:36])=[CH:32][CH:31]=6)[O:23][C:19]5=[N:20][C:21]=4Cl)[CH:12]=[CH:13][C:14]=3[F:15])=[O:8])[CH2:5][CH:3]([CH2:4]1)[CH2:2]2.[C:37](OC(C)=C)(=[O:39])C.C[O-].C([Sn+](CCCC)CCCC)CCC.C1(P(C2CCCCC2)C2C=CC=CC=2C2C(OC)=CC=CC=2OC)CCCCC1, predict the reaction product. The product is: [C:1]12([NH:6][C:7]([C:9]3[CH:10]=[C:11]([C:16]4[CH:17]=[C:18]5[C:25]([C:26]([NH:28][CH3:29])=[O:27])=[C:24]([C:30]6[CH:35]=[CH:34][C:33]([F:36])=[CH:32][CH:31]=6)[O:23][C:19]5=[N:20][C:21]=4[O:39][CH3:37])[CH:12]=[CH:13][C:14]=3[F:15])=[O:8])[CH2:5][CH:3]([CH2:4]1)[CH2:2]2.